From a dataset of Forward reaction prediction with 1.9M reactions from USPTO patents (1976-2016). Predict the product of the given reaction. (1) Given the reactants Br[CH2:2][CH2:3][C:4]1[C:12]2[C:7](=[CH:8][CH:9]=[CH:10][CH:11]=2)[N:6]([S:13]([C:16]2[N:23]3[C:19]([S:20][CH:21]=[CH:22]3)=[N:18][C:17]=2[Cl:24])(=[O:15])=[O:14])[CH:5]=1.[CH3:25][NH2:26], predict the reaction product. The product is: [Cl:24][C:17]1[N:18]=[C:19]2[N:23]([C:16]=1[S:13]([N:6]1[C:7]3[C:12](=[CH:11][CH:10]=[CH:9][CH:8]=3)[C:4]([CH2:3][CH2:2][NH:26][CH3:25])=[CH:5]1)(=[O:14])=[O:15])[CH:22]=[CH:21][S:20]2. (2) Given the reactants Cl.[CH:2]([C@H:15]1[C@@H:20]([O:21][CH2:22][C:23]2[CH:28]=[CH:27][C:26]([C:29]([F:32])([F:31])[F:30])=[CH:25][CH:24]=2)[CH2:19][CH2:18][NH:17][CH2:16]1)([C:9]1[CH:14]=[CH:13][CH:12]=[CH:11][CH:10]=1)[C:3]1[CH:8]=[CH:7][CH:6]=[CH:5][CH:4]=1.[CH3:33][N:34]=[C:35]=[O:36], predict the reaction product. The product is: [CH:2]([C@H:15]1[C@@H:20]([O:21][CH2:22][C:23]2[CH:24]=[CH:25][C:26]([C:29]([F:32])([F:30])[F:31])=[CH:27][CH:28]=2)[CH2:19][CH2:18][N:17]([C:35]([NH:34][CH3:33])=[O:36])[CH2:16]1)([C:9]1[CH:10]=[CH:11][CH:12]=[CH:13][CH:14]=1)[C:3]1[CH:4]=[CH:5][CH:6]=[CH:7][CH:8]=1. (3) Given the reactants Br[CH:2]([C:7]1[CH:12]=[CH:11][CH:10]=[CH:9][CH:8]=1)[C:3]([O:5][CH3:6])=[O:4].[N:13]1([C:19]2[CH:24]=[CH:23][C:22]([NH:25][C:26]([C:28]3[C:29]([C:34]4[CH:39]=[CH:38][CH:37]=[CH:36][CH:35]=4)=[CH:30][CH:31]=[CH:32][CH:33]=3)=[O:27])=[CH:21][CH:20]=2)[CH2:18][CH2:17][NH:16][CH2:15][CH2:14]1.C([O-])([O-])=O.[Na+].[Na+], predict the reaction product. The product is: [C:29]1([C:34]2[CH:35]=[CH:36][CH:37]=[CH:38][CH:39]=2)[CH:30]=[CH:31][CH:32]=[CH:33][C:28]=1[C:26]([NH:25][C:22]1[CH:21]=[CH:20][C:19]([N:13]2[CH2:18][CH2:17][N:16]([CH:2]([C:7]3[CH:12]=[CH:11][CH:10]=[CH:9][CH:8]=3)[C:3]([O:5][CH3:6])=[O:4])[CH2:15][CH2:14]2)=[CH:24][CH:23]=1)=[O:27]. (4) Given the reactants O.O.O.[F:4][C:5]([F:13])([F:12])[C:6]([C:8]([F:11])([F:10])[F:9])=[O:7], predict the reaction product. The product is: [OH2:7].[F:4][C:5]([F:13])([F:12])[C:6]([C:8]([F:11])([F:10])[F:9])=[O:7].